This data is from Catalyst prediction with 721,799 reactions and 888 catalyst types from USPTO. The task is: Predict which catalyst facilitates the given reaction. (1) Reactant: Br[C:2]1[CH:3]=[C:4]([NH:10][C:11]2[CH:16]=[CH:15][C:14]([C:17]([N:19]3[CH2:24][CH2:23][O:22][CH2:21][C@H:20]3[CH3:25])=[O:18])=[CH:13][N:12]=2)[C:5](=[O:9])[N:6]([CH3:8])[CH:7]=1.[C:26]([O:29][CH2:30][C:31]1[C:32]([N:40]2[CH2:51][CH2:50][N:49]3[C:42](=[CH:43][C:44]4[CH2:45][C:46]([CH3:53])([CH3:52])[CH2:47][C:48]=43)[C:41]2=[O:54])=[N:33][CH:34]=[CH:35][C:36]=1B(O)O)(=[O:28])[CH3:27].[O-]P([O-])([O-])=O.[K+].[K+].[K+].C([O-])(=O)C.[Na+]. Product: [C:26]([O:29][CH2:30][C:31]1[C:32]([N:40]2[CH2:51][CH2:50][N:49]3[C:42](=[CH:43][C:44]4[CH2:45][C:46]([CH3:53])([CH3:52])[CH2:47][C:48]=43)[C:41]2=[O:54])=[N:33][CH:34]=[CH:35][C:36]=1[C:2]1[CH:3]=[C:4]([NH:10][C:11]2[CH:16]=[CH:15][C:14]([C:17]([N:19]3[CH2:24][CH2:23][O:22][CH2:21][C@H:20]3[CH3:25])=[O:18])=[CH:13][N:12]=2)[C:5](=[O:9])[N:6]([CH3:8])[CH:7]=1)(=[O:28])[CH3:27]. The catalyst class is: 379. (2) Reactant: Cl.O.[OH:3][C:4]12[C:15]3[C:10](=[C:11]([N+:16]([O-])=O)[CH:12]=[CH:13][CH:14]=3)[C:9](=[O:19])[C:8]1([NH:20][C:21]([C:23]1[CH:24]=[C:25]3[C:30](=[CH:31][CH:32]=1)[N:29]=[CH:28][CH:27]=[CH:26]3)=[O:22])[C:7]1[CH:33]=[C:34]([CH3:38])[C:35]([CH3:37])=[CH:36][C:6]=1[O:5]2. Product: [NH2:16][C:11]1[CH:12]=[CH:13][CH:14]=[C:15]2[C:10]=1[C:9](=[O:19])[C:8]1([NH:20][C:21]([C:23]3[CH:24]=[C:25]4[C:30](=[CH:31][CH:32]=3)[N:29]=[CH:28][CH:27]=[CH:26]4)=[O:22])[C:7]3[CH:33]=[C:34]([CH3:38])[C:35]([CH3:37])=[CH:36][C:6]=3[O:5][C:4]12[OH:3]. The catalyst class is: 186. (3) Reactant: [NH2:1][C:2]1[N:7]=[C:6]([S:8][CH3:9])[C:5]([C:10]#[N:11])=[C:4]([C:12]2[S:13][CH:14]=[CH:15][CH:16]=2)[N:3]=1.C1(C2[O:25]N2S(C2C=CC=CC=2)(=O)=O)C=CC=CC=1. Product: [NH2:1][C:2]1[N:7]=[C:6]([S:8]([CH3:9])=[O:25])[C:5]([C:10]#[N:11])=[C:4]([C:12]2[S:13][CH:14]=[CH:15][CH:16]=2)[N:3]=1. The catalyst class is: 4. (4) Reactant: [NH2:1][CH2:2][CH2:3][CH2:4][CH2:5][CH2:6][C:7]([NH:9][C:10]1[CH:11]=[C:12]([C:16]2[CH:21]=[CH:20][CH:19]=[CH:18][CH:17]=2)[CH:13]=[CH:14][CH:15]=1)=[O:8].[Br:22][CH2:23][CH2:24][C:25](Cl)=[O:26].C(N(CC)CC)C. Product: [C:12]1([C:16]2[CH:17]=[CH:18][CH:19]=[CH:20][CH:21]=2)[CH:13]=[CH:14][CH:15]=[C:10]([NH:9][C:7](=[O:8])[CH2:6][CH2:5][CH2:4][CH2:3][CH2:2][NH:1][C:25](=[O:26])[CH2:24][CH2:23][Br:22])[CH:11]=1. The catalyst class is: 220. (5) Reactant: [CH:1](=O)[CH2:2][CH2:3][CH2:4][CH2:5][CH2:6][CH2:7][CH2:8][CH3:9].[ClH:11].Cl.[F:13][C:14]([F:30])([F:29])[O:15][C:16]1[CH:21]=[CH:20][C:19]([NH:22][C:23]([NH:25][C:26]([NH2:28])=[NH:27])=[NH:24])=[CH:18][CH:17]=1. Product: [ClH:11].[CH2:2]([CH:1]1[N:22]([C:19]2[CH:20]=[CH:21][C:16]([O:15][C:14]([F:13])([F:29])[F:30])=[CH:17][CH:18]=2)[C:23]([NH2:24])=[N:25][C:26]([NH2:28])=[N:27]1)[CH2:3][CH2:4][CH2:5][CH2:6][CH2:7][CH2:8][CH3:9]. The catalyst class is: 8. (6) Product: [CH2:1]([O:8][C:9](=[O:26])[CH:10]([NH:18][C:19]([O:21][C:22]([CH3:24])([CH3:23])[CH3:25])=[O:20])[CH2:11][CH:12]=[O:13])[C:2]1[CH:7]=[CH:6][CH:5]=[CH:4][CH:3]=1. Reactant: [CH2:1]([O:8][C:9](=[O:26])[CH:10]([NH:18][C:19]([O:21][C:22]([CH3:25])([CH3:24])[CH3:23])=[O:20])[CH2:11][C:12](N(OC)C)=[O:13])[C:2]1[CH:7]=[CH:6][CH:5]=[CH:4][CH:3]=1.CC(C[AlH]CC(C)C)C. The catalyst class is: 1. (7) The catalyst class is: 9. Product: [C:1]([O:5][C:6]([N:8]1[CH2:17][CH2:16][C:15]2[C:10](=[CH:11][C:12]([O:18][CH3:19])=[CH:13][CH:14]=2)[CH2:9]1)=[O:7])([CH3:4])([CH3:2])[CH3:3]. Reactant: [C:1]([O:5][C:6]([N:8]1[CH2:17][CH2:16][C:15]2[C:10](=[CH:11][C:12]([OH:18])=[CH:13][CH:14]=2)[CH2:9]1)=[O:7])([CH3:4])([CH3:3])[CH3:2].[C:19](=O)([O-])[O-].[K+].[K+].CI.O. (8) Reactant: [N:1]1[CH:6]=[CH:5][CH:4]=[C:3]([CH:7]=O)[CH:2]=1.[NH2:9][N:10]1[CH:15]=[CH:14][C:13]([CH3:16])=[C:12]([CH2:17][C:18]([O:20][CH3:21])=[O:19])[C:11]1=[O:22].C([BH3-])#N.[Na+]. Product: [CH3:21][O:20][C:18](=[O:19])[CH2:17][C:12]1[C:11](=[O:22])[N:10]([NH:9][CH2:7][C:3]2[CH:2]=[N:1][CH:6]=[CH:5][CH:4]=2)[CH:15]=[CH:14][C:13]=1[CH3:16]. The catalyst class is: 130. (9) Reactant: [CH:1]1([N:4]([CH:18]2[CH2:23][CH2:22][NH:21][CH2:20][CH2:19]2)[S:5]([C:8]2[CH:13]=[CH:12][CH:11]=[C:10]([C:14]([F:17])([F:16])[F:15])[CH:9]=2)(=[O:7])=[O:6])[CH2:3][CH2:2]1.C(N(CC)CC)C.Cl[CH2:32][C:33]1[CH:38]=[CH:37][C:36]([O:39][CH3:40])=[CH:35][CH:34]=1. Product: [CH:1]1([N:4]([CH:18]2[CH2:23][CH2:22][N:21]([CH2:32][C:33]3[CH:38]=[CH:37][C:36]([O:39][CH3:40])=[CH:35][CH:34]=3)[CH2:20][CH2:19]2)[S:5]([C:8]2[CH:13]=[CH:12][CH:11]=[C:10]([C:14]([F:17])([F:15])[F:16])[CH:9]=2)(=[O:6])=[O:7])[CH2:3][CH2:2]1. The catalyst class is: 3.